From a dataset of Full USPTO retrosynthesis dataset with 1.9M reactions from patents (1976-2016). Predict the reactants needed to synthesize the given product. (1) Given the product [F:11][C:7]1[CH:8]=[N:9][CH:10]=[C:2]([NH:15][C:14]2[CH:16]=[CH:17][C:18]([I:20])=[CH:19][C:13]=2[F:12])[C:3]=1[C:4]([OH:6])=[O:5], predict the reactants needed to synthesize it. The reactants are: F[C:2]1[CH:10]=[N:9][CH:8]=[C:7]([F:11])[C:3]=1[C:4]([OH:6])=[O:5].[F:12][C:13]1[CH:19]=[C:18]([I:20])[CH:17]=[CH:16][C:14]=1[NH2:15].C[Si](C)(C)[N-][Si](C)(C)C.[Li+]. (2) The reactants are: C([O:4][C@@H:5]1[CH2:22][CH2:21][C@@:20]2([CH3:23])[C:7](=[CH:8][CH2:9][C@@H:10]3[C@@H:19]2[CH2:18][CH2:17][C@@:15]2([CH3:16])[C@H:11]3[CH2:12][CH:13]=[C:14]2[N:24]2[C:28]3[CH:29]=[CH:30][CH:31]=[CH:32][C:27]=3[N:26]=[CH:25]2)[CH2:6]1)(=O)C.C[O-].[Na+].O. Given the product [OH:4][C@@H:5]1[CH2:22][CH2:21][C@@:20]2([CH3:23])[C:7](=[CH:8][CH2:9][C@@H:10]3[C@@H:19]2[CH2:18][CH2:17][C@@:15]2([CH3:16])[C@H:11]3[CH2:12][CH:13]=[C:14]2[N:24]2[C:28]3[CH:29]=[CH:30][CH:31]=[CH:32][C:27]=3[N:26]=[CH:25]2)[CH2:6]1, predict the reactants needed to synthesize it. (3) The reactants are: [CH3:1][S:2](Cl)(=[O:4])=[O:3].[C:6]([O:10][C:11]1[CH:12]=[C:13]([C@@H:24]([OH:27])[CH2:25][OH:26])[C:14]2[S:18][C:17]([O:19][CH:20]([CH3:22])[CH3:21])=[N:16][C:15]=2[CH:23]=1)([CH3:9])([CH3:8])[CH3:7]. Given the product [C:6]([O:10][C:11]1[CH:12]=[C:13]([C@@H:24]([OH:27])[CH2:25][O:26][S:2]([CH3:1])(=[O:4])=[O:3])[C:14]2[S:18][C:17]([O:19][CH:20]([CH3:21])[CH3:22])=[N:16][C:15]=2[CH:23]=1)([CH3:7])([CH3:8])[CH3:9], predict the reactants needed to synthesize it. (4) Given the product [C:1]([N:5]1[C:9]([C:10]2[CH:11]=[CH:12][CH:13]=[CH:14][CH:15]=2)=[C:8]([C:16]([NH:30][C:31]2[CH:54]=[CH:53][CH:52]=[C:33]([O:34][C:35]3[CH:49]=[CH:48][C:38]4[N:39]=[C:40]([NH:42][C:43]([CH:45]5[CH2:47][CH2:46]5)=[O:44])[S:41][C:37]=4[C:36]=3[C:50]#[N:51])[CH:32]=2)=[O:18])[CH:7]=[N:6]1)([CH3:2])([CH3:3])[CH3:4], predict the reactants needed to synthesize it. The reactants are: [C:1]([N:5]1[C:9]([C:10]2[CH:15]=[CH:14][CH:13]=[CH:12][CH:11]=2)=[C:8]([C:16]([OH:18])=O)[CH:7]=[N:6]1)([CH3:4])([CH3:3])[CH3:2].C(Cl)(=O)C(Cl)=O.CN(C)C=O.[NH2:30][C:31]1[CH:32]=[C:33]([CH:52]=[CH:53][CH:54]=1)[O:34][C:35]1[CH:49]=[CH:48][C:38]2[N:39]=[C:40]([NH:42][C:43]([CH:45]3[CH2:47][CH2:46]3)=[O:44])[S:41][C:37]=2[C:36]=1[C:50]#[N:51].